From a dataset of Full USPTO retrosynthesis dataset with 1.9M reactions from patents (1976-2016). Predict the reactants needed to synthesize the given product. (1) The reactants are: [H-].[Al+3].[Li+].[H-].[H-].[H-].[Cl-].[Al+3].[Cl-].[Cl-].[CH2:11]([N:18]1[C:24](=O)[CH:23]([OH:26])[CH:22]([C:27]2[CH:32]=[CH:31][C:30]([Cl:33])=[C:29]([Cl:34])[CH:28]=2)[O:21][CH2:20][CH2:19]1)[C:12]1[CH:17]=[CH:16][CH:15]=[CH:14][CH:13]=1.[C@H](O)(C([O-])=O)[C@@H](O)C([O-])=O.[Na+].[K+]. Given the product [CH2:11]([N:18]1[CH2:24][CH:23]([OH:26])[CH:22]([C:27]2[CH:32]=[CH:31][C:30]([Cl:33])=[C:29]([Cl:34])[CH:28]=2)[O:21][CH2:20][CH2:19]1)[C:12]1[CH:13]=[CH:14][CH:15]=[CH:16][CH:17]=1, predict the reactants needed to synthesize it. (2) The reactants are: [NH2:1][C:2]1[N:3]=[C:4]([OH:17])[C:5]2[CH2:12][CH2:11][CH2:10][C:9]3[CH:13]=[CH:14][CH:15]=[CH:16][C:8]=3[C:6]=2[N:7]=1.[S:18](Cl)([C:21]1[CH:27]=[CH:26][C:24]([CH3:25])=[CH:23][CH:22]=1)(=[O:20])=[O:19].C(N(CC)CC)C. Given the product [CH3:25][C:24]1[CH:26]=[CH:27][C:21]([S:18]([O:17][C:4]2[C:5]3[CH2:12][CH2:11][CH2:10][C:9]4[CH:13]=[CH:14][CH:15]=[CH:16][C:8]=4[C:6]=3[N:7]=[C:2]([NH2:1])[N:3]=2)(=[O:20])=[O:19])=[CH:22][CH:23]=1, predict the reactants needed to synthesize it. (3) Given the product [F:11][C:12]1[C:20]([O:21][C:2]2[C:3]3[S:10][CH:9]=[CH:8][C:4]=3[N:5]=[CH:6][N:7]=2)=[CH:19][CH:18]=[C:17]2[C:13]=1[CH:14]=[C:15]([CH3:22])[NH:16]2, predict the reactants needed to synthesize it. The reactants are: Cl[C:2]1[C:3]2[S:10][CH:9]=[CH:8][C:4]=2[N:5]=[CH:6][N:7]=1.[F:11][C:12]1[C:20]([OH:21])=[CH:19][CH:18]=[C:17]2[C:13]=1[CH:14]=[C:15]([CH3:22])[NH:16]2. (4) The reactants are: [Br:1][C:2]1[C:7]([CH3:8])=[CH:6][CH:5]=[CH:4][N:3]=1.ClC1C=C(C=CC=1)C(OO)=[O:14]. Given the product [Br:1][C:2]1[C:7]([CH3:8])=[CH:6][CH:5]=[CH:4][N+:3]=1[O-:14], predict the reactants needed to synthesize it. (5) Given the product [F:1][C:2]1[CH:16]=[CH:15][C:5]2[C:6](=[O:14])[C:7]3([O:13][C:4]=2[CH:3]=1)[CH2:11][CH2:10]3, predict the reactants needed to synthesize it. The reactants are: [F:1][C:2]1[CH:16]=[CH:15][C:5]2[C:6](=[O:14])[C:7]3([O:13][C:4]=2[CH:3]=1)[CH2:11][CH2:10]OC3=O.[Cl-].[Na+].CS(C)=O.